From a dataset of Full USPTO retrosynthesis dataset with 1.9M reactions from patents (1976-2016). Predict the reactants needed to synthesize the given product. (1) Given the product [N:14]1[CH:15]=[CH:16][CH:17]=[C:12](/[CH:11]=[CH:40]\[C:33]2[C:34]3[C:39](=[CH:38][CH:37]=[CH:36][CH:35]=3)[C:30](=[O:42])[NH:31][N:32]=2)[CH:13]=1, predict the reactants needed to synthesize it. The reactants are: [H-].[Na+].[Cl-].C1([P+](C2C=CC=CC=2)(C2C=CC=CC=2)[CH2:11][C:12]2[CH:13]=[N:14][CH:15]=[CH:16][CH:17]=2)C=CC=CC=1.[C:30]1(=[O:42])[C:39]2[C:34](=[CH:35][CH:36]=[CH:37][CH:38]=2)[C:33]([CH:40]=O)=[N:32][NH:31]1. (2) The reactants are: [C:1]1([CH:8]=[CH:7][CH:6]=[C:4]([OH:5])[CH:3]=1)[OH:2].O.C1(C)C=CC(S(O)(=O)=O)=CC=1.[CH2:21]([O:23][CH:24](OCC)[CH:25]=[CH2:26])[CH3:22].[OH-].[Na+]. Given the product [CH2:21]([O:23][CH:24]1[CH2:25][CH2:26][C:8]2[C:1](=[CH:3][C:4]([OH:5])=[CH:6][CH:7]=2)[O:2]1)[CH3:22], predict the reactants needed to synthesize it. (3) Given the product [CH2:1]([N:8]1[C:12]([C:13]2[CH:14]=[CH:15][CH:16]=[CH:17][CH:18]=2)=[CH:11][CH:10]=[C:9]1[C:19]1[CH:20]=[C:21]2[C:26](=[CH:27][CH:28]=1)[CH:25]=[C:24]([O:29][CH2:30][C:31]([OH:33])=[O:32])[CH:23]=[CH:22]2)[C:2]1[CH:7]=[CH:6][CH:5]=[CH:4][CH:3]=1, predict the reactants needed to synthesize it. The reactants are: [CH2:1]([N:8]1[C:12]([C:13]2[CH:18]=[CH:17][CH:16]=[CH:15][CH:14]=2)=[CH:11][CH:10]=[C:9]1[C:19]1[CH:20]=[C:21]2[C:26](=[CH:27][CH:28]=1)[CH:25]=[C:24]([O:29][CH2:30][C:31]([O:33]C)=[O:32])[CH:23]=[CH:22]2)[C:2]1[CH:7]=[CH:6][CH:5]=[CH:4][CH:3]=1.[OH-].[Na+].C1COCC1.CO. (4) Given the product [C:1]([C:3]1[CH:4]=[C:5]([CH:6]=[CH:7][CH:8]=1)[O:9][CH2:11][C:12]([NH2:14])=[O:13])#[CH:2], predict the reactants needed to synthesize it. The reactants are: [C:1]([C:3]1[CH:4]=[C:5]([OH:9])[CH:6]=[CH:7][CH:8]=1)#[CH:2].Br[CH2:11][C:12]([NH2:14])=[O:13].C([O-])([O-])=O.[K+].[K+]. (5) Given the product [CH:1]1([O:6][C:7](=[O:33])[C@@H:8]([N:15]([CH2:23][C:24]2[CH:29]=[CH:28][CH:27]=[C:26]([NH2:30])[CH:25]=2)[C:16]([O:18][C:19]([CH3:22])([CH3:21])[CH3:20])=[O:17])[C:9]2[CH:14]=[CH:13][CH:12]=[CH:11][CH:10]=2)[CH2:5][CH2:4][CH2:3][CH2:2]1, predict the reactants needed to synthesize it. The reactants are: [CH:1]1([O:6][C:7](=[O:33])[C@@H:8]([N:15]([CH2:23][C:24]2[CH:29]=[CH:28][CH:27]=[C:26]([N+:30]([O-])=O)[CH:25]=2)[C:16]([O:18][C:19]([CH3:22])([CH3:21])[CH3:20])=[O:17])[C:9]2[CH:14]=[CH:13][CH:12]=[CH:11][CH:10]=2)[CH2:5][CH2:4][CH2:3][CH2:2]1. (6) The reactants are: F[C:2]1[CH:9]=[CH:8][C:5]([CH:6]=[O:7])=[CH:4][CH:3]=1.[C:10]1([OH:16])[CH:15]=[CH:14][CH:13]=[CH:12][CH:11]=1. Given the product [O:16]([C:2]1[CH:9]=[CH:8][C:5]([CH:6]=[O:7])=[CH:4][CH:3]=1)[C:10]1[CH:15]=[CH:14][CH:13]=[CH:12][CH:11]=1, predict the reactants needed to synthesize it.